This data is from Forward reaction prediction with 1.9M reactions from USPTO patents (1976-2016). The task is: Predict the product of the given reaction. (1) The product is: [CH3:26][O:27][N:28]([CH3:29])[C:19](=[O:20])[CH2:18][C@H:17]([C:15]([N:11]1[CH2:12][CH2:13][CH2:14][C@H:10]1[C:2]1[O:1][C:5]2[CH:6]=[CH:7][CH:8]=[CH:9][C:4]=2[N:3]=1)=[O:16])[CH2:22][CH2:23][CH2:24][CH3:25]. Given the reactants [O:1]1[C:5]2[CH:6]=[CH:7][CH:8]=[CH:9][C:4]=2[N:3]=[C:2]1[C@@H:10]1[CH2:14][CH2:13][CH2:12][N:11]1[C:15]([C@H:17]([CH2:22][CH2:23][CH2:24][CH3:25])[CH2:18][C:19](O)=[O:20])=[O:16].[CH3:26][O:27][NH:28][CH3:29].C(Cl)CCl.C1C=CC2N(O)N=NC=2C=1, predict the reaction product. (2) Given the reactants [NH2:1][C:2]1[CH:3]=[C:4]([CH:33]=[CH:34][C:35]=1[NH:36][C:37](=O)[C@@H:38]([N:40]1[CH:45]=[CH:44][CH:43]=[N:42][C:41]1=[O:46])[CH3:39])[CH2:5][C@@H:6]1[CH2:10][CH2:9][C@H:8]([C@H:11]([O:18][Si:19]([C:22]([CH3:25])([CH3:24])[CH3:23])([CH3:21])[CH3:20])[C:12]2[CH:17]=[CH:16][CH:15]=[CH:14][CH:13]=2)[N:7]1[C:26]([O:28][C:29]([CH3:32])([CH3:31])[CH3:30])=[O:27], predict the reaction product. The product is: [Si:19]([O:18][C@H:11]([C:12]1[CH:17]=[CH:16][CH:15]=[CH:14][CH:13]=1)[C@H:8]1[CH2:9][CH2:10][C@@H:6]([CH2:5][C:4]2[CH:33]=[CH:34][C:35]3[N:36]=[C:37]([C@@H:38]([N:40]4[CH:45]=[CH:44][CH:43]=[N:42][C:41]4=[O:46])[CH3:39])[NH:1][C:2]=3[CH:3]=2)[N:7]1[C:26]([O:28][C:29]([CH3:32])([CH3:31])[CH3:30])=[O:27])([C:22]([CH3:25])([CH3:24])[CH3:23])([CH3:21])[CH3:20]. (3) Given the reactants Br[C:2]1[CH:3]=[N:4][C:5]([N:8]2[CH2:13][CH2:12][N:11]([S:14]([C:17]3([C:23]([O:25][C:26]([CH3:29])([CH3:28])[CH3:27])=[O:24])[CH2:22][CH2:21][O:20][CH2:19][CH2:18]3)(=[O:16])=[O:15])[CH2:10][CH2:9]2)=[N:6][CH:7]=1.[CH3:30][O:31][C:32]1[CH:37]=[CH:36][C:35](B(O)O)=[CH:34][CH:33]=1.C(=O)([O-])[O-].[Cs+].[Cs+].C(OCC)(=O)C.CCCCCC, predict the reaction product. The product is: [CH3:30][O:31][C:32]1[CH:37]=[CH:36][C:35]([C:2]2[CH:3]=[N:4][C:5]([N:8]3[CH2:13][CH2:12][N:11]([S:14]([C:17]4([C:23]([O:25][C:26]([CH3:29])([CH3:28])[CH3:27])=[O:24])[CH2:22][CH2:21][O:20][CH2:19][CH2:18]4)(=[O:16])=[O:15])[CH2:10][CH2:9]3)=[N:6][CH:7]=2)=[CH:34][CH:33]=1. (4) The product is: [Cl:1][C:2]1[CH:7]=[C:6]([CH:5]=[C:4]([C:19]2[CH:20]=[C:15]([Cl:14])[N:16]=[CH:17][N:18]=2)[C:3]=1[F:13])[C:8]#[N:9]. Given the reactants [Cl:1][C:2]1[C:3]([F:13])=[C:4](B(O)O)[CH:5]=[C:6]([C:8]#[N:9])[CH:7]=1.[Cl:14][C:15]1[CH:20]=[C:19](Cl)[N:18]=[CH:17][N:16]=1, predict the reaction product. (5) Given the reactants [C:1]1([C:7]2[CH:8]=[C:9]3[C:13](=[CH:14][CH:15]=2)[NH:12][C:11](=[O:16])[CH2:10]3)[CH:6]=[CH:5][CH:4]=[CH:3][CH:2]=1.[O:17]=[C:18]1[C:23]2=[CH:24][NH:25][C:26]([CH:27]=O)=[C:22]2[CH2:21][CH2:20][O:19]1, predict the reaction product. The product is: [O:16]=[C:11]1[C:10](=[CH:27][C:26]2[NH:25][CH:24]=[C:23]3[C:18](=[O:17])[O:19][CH2:20][CH2:21][C:22]=23)[C:9]2[C:13](=[CH:14][CH:15]=[C:7]([C:1]3[CH:2]=[CH:3][CH:4]=[CH:5][CH:6]=3)[CH:8]=2)[NH:12]1. (6) Given the reactants [OH:1][C:2]1[C:15]2[C:6](=[CH:7][C:8]3[C:13]([CH:14]=2)=[CH:12][CH:11]=[CH:10][CH:9]=3)[C:5]([OH:16])=[CH:4][CH:3]=1, predict the reaction product. The product is: [C:2]1(=[O:1])[C:15]2[C:6](=[CH:7][C:8]3[C:13]([CH:14]=2)=[CH:12][CH:11]=[CH:10][CH:9]=3)[C:5](=[O:16])[CH:4]=[CH:3]1. (7) Given the reactants [CH:1]1[C:11]2[C:10]3=[CH:12][C:13]4[CH:14]=[CH:15][C:16]([C:19](O)=[O:20])=[CH:17][C:18]=4[N:9]3[CH2:8][CH:7]=[CH:6][C:5]=2[CH:4]=[CH:3][CH:2]=1.C[N:23](C)S(N)(=O)=O.N=C=N.C[N:33](C)[CH:34]=[O:35], predict the reaction product. The product is: [CH:1]1[C:11]2[C:10]3=[CH:12][C:13]4[CH:14]=[CH:15][C:16]([C:19]([NH2:23])=[O:20])=[CH:17][C:18]=4[N:9]3[CH2:8][C:7]([C:34]([NH2:33])=[O:35])=[CH:6][C:5]=2[CH:4]=[CH:3][CH:2]=1.